This data is from Catalyst prediction with 721,799 reactions and 888 catalyst types from USPTO. The task is: Predict which catalyst facilitates the given reaction. (1) Reactant: [CH3:1][C:2]1[CH:3]=[CH:4][C:5]2[O:10][CH2:9][C:8](=[O:11])[NH:7][C:6]=2[CH:12]=1.[H-].[Na+].FC1C=C2C(C=CC(=O)N2CCN2CCC(NCC3C=CC4OCC(=O)NC=4N=3)CC2)=CC=1.COC1C=C2C(C=CC(=O)N2[CH2:60][CH2:61][N:62]2[CH2:67][CH2:66][CH:65]([NH:68][C:69](=[O:75])[O:70][C:71]([CH3:74])([CH3:73])[CH3:72])[CH2:64][CH2:63]2)=CC=1. Product: [CH3:1][C:2]1[CH:3]=[CH:4][C:5]2[O:10][CH2:9][C:8](=[O:11])[N:7]([CH2:60][CH2:61][N:62]3[CH2:67][CH2:66][CH:65]([NH:68][C:69](=[O:75])[O:70][C:71]([CH3:74])([CH3:73])[CH3:72])[CH2:64][CH2:63]3)[C:6]=2[CH:12]=1. The catalyst class is: 98. (2) Reactant: C([O:3][C:4](=O)[C:5]([C:39]1[CH:44]=[CH:43][C:42]([CH2:45][CH:46]([CH3:48])[CH3:47])=[CH:41][CH:40]=1)([CH3:38])[CH2:6][CH2:7][CH2:8][CH2:9][CH:10]([CH:32]1[S:37][CH2:36][CH2:35][CH2:34][S:33]1)[CH2:11][CH2:12][CH2:13][CH2:14][C:15]([C:22]1[CH:27]=[CH:26][C:25]([CH2:28][CH:29]([CH3:31])[CH3:30])=[CH:24][CH:23]=1)([CH3:21])[C:16](OCC)=[O:17])C.[H-].[Al+3].[Li+].[H-].[H-].[H-]. Product: [CH2:45]([C:42]1[CH:43]=[CH:44][C:39]([C:5]([CH3:38])([CH2:6][CH2:7][CH2:8][CH2:9][CH:10]([CH:32]2[S:33][CH2:34][CH2:35][CH2:36][S:37]2)[CH2:11][CH2:12][CH2:13][CH2:14][C:15]([C:22]2[CH:27]=[CH:26][C:25]([CH2:28][CH:29]([CH3:31])[CH3:30])=[CH:24][CH:23]=2)([CH3:21])[CH2:16][OH:17])[CH2:4][OH:3])=[CH:40][CH:41]=1)[CH:46]([CH3:48])[CH3:47]. The catalyst class is: 7. (3) Reactant: [C:1]([O:5][C:6](=[O:15])[NH:7][C:8]1[CH:13]=[CH:12][C:11]([F:14])=[CH:10][CH:9]=1)([CH3:4])([CH3:3])[CH3:2].[H-].[Na+].Br[CH2:19][C:20]1[CH:25]=[CH:24][C:23]([I:26])=[CH:22][CH:21]=1. Product: [C:1]([O:5][C:6](=[O:15])[N:7]([C:8]1[CH:9]=[CH:10][C:11]([F:14])=[CH:12][CH:13]=1)[CH2:19][C:20]1[CH:25]=[CH:24][C:23]([I:26])=[CH:22][CH:21]=1)([CH3:4])([CH3:2])[CH3:3]. The catalyst class is: 30. (4) Reactant: CC1C=C(C)C=C(C)C=1S([O-])(=O)=O.[NH2:14][N+:15]1[CH:20]=[CH:19][C:18]([CH3:21])=[CH:17][C:16]=1[O:22][CH2:23][C:24]1[C:29]([F:30])=[CH:28][CH:27]=[CH:26][C:25]=1[F:31].[C:32]([O:39][CH3:40])(=[O:38])[C:33]#[C:34][CH2:35][CH2:36][CH3:37].C(=O)([O-])[O-].[K+].[K+].O. Product: [F:30][C:29]1[CH:28]=[CH:27][CH:26]=[C:25]([F:31])[C:24]=1[CH2:23][O:22][C:16]1[N:15]2[N:14]=[C:34]([CH2:35][CH2:36][CH3:37])[C:33]([C:32]([O:39][CH3:40])=[O:38])=[C:20]2[CH:19]=[C:18]([CH3:21])[CH:17]=1. The catalyst class is: 3. (5) Reactant: [F:1][CH2:2][CH:3]1[CH2:8][N:7]([C:9]2[CH:10]=[N:11][C:12]([N+:15]([O-])=O)=[CH:13][CH:14]=2)[CH2:6][CH2:5][N:4]1[CH3:18].Br[C:20]1[C:21](=[O:28])[N:22]([CH3:27])[CH:23]=[C:24]([Br:26])[CH:25]=1.C(=O)([O-])[O-].[Cs+].[Cs+].CC1(C)C2C(=C(P(C3C=CC=CC=3)C3C=CC=CC=3)C=CC=2)OC2C(P(C3C=CC=CC=3)C3C=CC=CC=3)=CC=CC1=2. Product: [Br:26][C:24]1[CH:25]=[C:20]([NH:15][C:12]2[CH:13]=[CH:14][C:9]([N:7]3[CH2:6][CH2:5][N:4]([CH3:18])[CH:3]([CH2:2][F:1])[CH2:8]3)=[CH:10][N:11]=2)[C:21](=[O:28])[N:22]([CH3:27])[CH:23]=1. The catalyst class is: 102. (6) Reactant: [CH:1]1([NH:4][C:5]2[N:10]=[C:9](O)[C:8]([C:12]#[N:13])=[C:7]([C:14]3[CH:19]=[CH:18][CH:17]=[C:16]([N+:20]([O-:22])=[O:21])[CH:15]=3)[N:6]=2)[CH2:3][CH2:2]1.O=P(Cl)(Cl)[Cl:25]. Product: [Cl:25][C:9]1[C:8]([C:12]#[N:13])=[C:7]([C:14]2[CH:19]=[CH:18][CH:17]=[C:16]([N+:20]([O-:22])=[O:21])[CH:15]=2)[N:6]=[C:5]([NH:4][CH:1]2[CH2:3][CH2:2]2)[N:10]=1. The catalyst class is: 12. (7) Reactant: [CH3:1][C:2]([CH3:22])([CH3:21])[C@@H:3]([OH:20])[CH2:4][C:5]1[O:6][C:7]([C:10]2[CH:15]=[CH:14][C:13]([C:16]([F:19])([F:18])[F:17])=[CH:12][CH:11]=2)=[N:8][N:9]=1.[N:23]([C@@H:26]([CH2:31][CH2:32][CH2:33][CH3:34])[C:27]([O:29][CH3:30])=[O:28])=[C:24]=[O:25]. Product: [CH3:1][C:2]([CH3:22])([CH3:21])[C@@H:3]([O:20][C:24]([NH:23][C@@H:26]([CH2:31][CH2:32][CH2:33][CH3:34])[C:27]([O:29][CH3:30])=[O:28])=[O:25])[CH2:4][C:5]1[O:6][C:7]([C:10]2[CH:15]=[CH:14][C:13]([C:16]([F:19])([F:18])[F:17])=[CH:12][CH:11]=2)=[N:8][N:9]=1. The catalyst class is: 11.